This data is from NCI-60 drug combinations with 297,098 pairs across 59 cell lines. The task is: Regression. Given two drug SMILES strings and cell line genomic features, predict the synergy score measuring deviation from expected non-interaction effect. Drug 1: CNC(=O)C1=NC=CC(=C1)OC2=CC=C(C=C2)NC(=O)NC3=CC(=C(C=C3)Cl)C(F)(F)F. Drug 2: CC(C)CN1C=NC2=C1C3=CC=CC=C3N=C2N. Cell line: SNB-75. Synergy scores: CSS=4.50, Synergy_ZIP=-2.39, Synergy_Bliss=-2.46, Synergy_Loewe=2.54, Synergy_HSA=-1.39.